This data is from HIV replication inhibition screening data with 41,000+ compounds from the AIDS Antiviral Screen. The task is: Binary Classification. Given a drug SMILES string, predict its activity (active/inactive) in a high-throughput screening assay against a specified biological target. (1) The drug is CCOC(=O)c1c(-c2ccccc2)c(OC)cn1C. The result is 0 (inactive). (2) The molecule is Cc1nc2nc(S)nc(O)c2nc1O. The result is 0 (inactive).